From a dataset of Full USPTO retrosynthesis dataset with 1.9M reactions from patents (1976-2016). Predict the reactants needed to synthesize the given product. (1) Given the product [OH:11][C:12]1[CH:19]=[CH:18][C:15]([CH:16]=[C:21]([C:22]([O:24][CH2:25][CH3:26])=[O:23])[C:20]([O:28][CH2:29][CH3:30])=[O:27])=[CH:14][CH:13]=1, predict the reactants needed to synthesize it. The reactants are: N1CCCCC1.C(O)(=O)C.[OH:11][C:12]1[CH:19]=[CH:18][C:15]([CH:16]=O)=[CH:14][CH:13]=1.[C:20]([O:28][CH2:29][CH3:30])(=[O:27])[CH2:21][C:22]([O:24][CH2:25][CH3:26])=[O:23]. (2) Given the product [NH2:40][C:39]1[C:34]2[CH:33]=[CH:32][N:31]([C@@H:23]3[CH2:22][C@H:21]([CH2:20][N:16]([CH:14]4[CH2:13][CH:12]([CH2:11][CH2:10][C:8]5[NH:7][C:6]6[CH:52]=[C:2]([Cl:1])[C:3]([C:53]([F:55])([F:54])[F:56])=[CH:4][C:5]=6[N:9]=5)[CH2:15]4)[CH:17]([CH3:19])[CH3:18])[C@@H:25]([OH:26])[C@H:24]3[OH:28])[C:35]=2[N:36]=[CH:37][N:38]=1, predict the reactants needed to synthesize it. The reactants are: [Cl:1][C:2]1[C:3]([C:53]([F:56])([F:55])[F:54])=[CH:4][C:5]2[N:9]=[C:8]([CH2:10][CH2:11][CH:12]3[CH2:15][CH:14]([N:16]([CH2:20][C@@H:21]4[C@H:25]5[O:26]C(C)(C)[O:28][C@H:24]5[C@H:23]([N:31]5[C:35]6[N:36]=[CH:37][N:38]=[C:39]([NH:40]CC7C=CC(OC)=CC=7OC)[C:34]=6[CH:33]=[CH:32]5)[CH2:22]4)[CH:17]([CH3:19])[CH3:18])[CH2:13]3)[NH:7][C:6]=2[CH:52]=1.C([O-])([O-])=O.[K+].[K+]. (3) Given the product [OH:11][CH2:9][C@@H:7]1[CH2:6][C@@H:5]2[C@@H:3]([CH2:4]2)[CH2:2][N:8]1[C:25]([O:27][C:28]([CH3:31])([CH3:30])[CH3:29])=[O:26], predict the reactants needed to synthesize it. The reactants are: O=[C:2]1[NH:8][CH:7]([C:9]([O:11]C(C)(C)C)=O)[CH2:6][C@@H:5]2[C@H:3]1[CH2:4]2.[OH-].[K+].C[Si](Cl)(C)C.[Li+].[BH4-].[C:25](O[C:25]([O:27][C:28]([CH3:31])([CH3:30])[CH3:29])=[O:26])([O:27][C:28]([CH3:31])([CH3:30])[CH3:29])=[O:26].[OH-].[Na+]. (4) Given the product [C:1]12([NH:11][CH2:12][C:13]3[CH:18]=[CH:17][C:16]([C:23]4[CH:24]=[CH:25][CH:26]=[CH:27][C:22]=4[O:21][CH3:20])=[CH:15][N:14]=3)[CH2:10][CH:5]3[CH2:6][CH:7]([CH2:9][CH:3]([CH2:4]3)[CH2:2]1)[CH2:8]2, predict the reactants needed to synthesize it. The reactants are: [C:1]12([NH:11][CH2:12][C:13]3[CH:18]=[CH:17][C:16](Br)=[CH:15][N:14]=3)[CH2:10][CH:5]3[CH2:6][CH:7]([CH2:9][CH:3]([CH2:4]3)[CH2:2]1)[CH2:8]2.[CH3:20][O:21][C:22]1[CH:27]=[CH:26][CH:25]=[CH:24][C:23]=1B(O)O.